The task is: Predict the reactants needed to synthesize the given product.. This data is from Full USPTO retrosynthesis dataset with 1.9M reactions from patents (1976-2016). (1) Given the product [C:12]([O:11][C:10]([NH:9][CH2:8][CH2:7][CH:4]1[CH2:5][CH2:6][N:1]([C:25]([O:27][CH:28]([CH3:30])[CH3:29])=[O:26])[CH2:2][CH2:3]1)=[O:16])([CH3:13])([CH3:15])[CH3:14], predict the reactants needed to synthesize it. The reactants are: [NH:1]1[CH2:6][CH2:5][CH:4]([CH2:7][CH2:8][NH:9][C:10](=[O:16])[O:11][C:12]([CH3:15])([CH3:14])[CH3:13])[CH2:3][CH2:2]1.CCN(CC)CC.Cl[C:25]([O:27][CH:28]([CH3:30])[CH3:29])=[O:26].C1(C)C=CC=CC=1. (2) Given the product [CH:1]1([C:4]2[N:8]=[C:7]([C:9]3[C:10]4[CH2:29][CH2:28][CH2:27][CH2:26][CH2:25][C:11]=4[S:12][C:13]=3[NH:14][C:15]([C:17]3[CH2:21][CH2:20][CH2:30][CH2:19][C:18]=3[C:22]([OH:24])=[O:23])=[O:16])[O:6][N:5]=2)[CH2:3][CH2:2]1, predict the reactants needed to synthesize it. The reactants are: [CH:1]1([C:4]2[N:8]=[C:7]([C:9]3[C:10]4[CH2:29][CH2:28][CH2:27][CH2:26][CH2:25][C:11]=4[S:12][C:13]=3[NH:14][C:15]([C:17]3[CH2:21][CH2:20][CH2:19][C:18]=3[C:22]([OH:24])=[O:23])=[O:16])[O:6][N:5]=2)[CH2:3][CH2:2]1.[C:30]12C(=O)OC(=O)C=1CCCC2. (3) Given the product [CH3:12][CH2:11][N:4]([C:5]1[CH:6]=[CH:7][CH:8]=[CH:9][CH:10]=1)[CH2:2][CH3:3].[C:14]1([N:20]2[CH2:25][CH2:24][O:23][CH2:22][CH2:21]2)[CH:19]=[CH:18][CH:17]=[CH:16][CH:15]=1.[N:27]1[C:32]([CH3:33])=[CH:31][CH:30]=[CH:29][C:28]=1[CH3:34].[NH3:35].[BH3:1], predict the reactants needed to synthesize it. The reactants are: [BH3:1].[CH2:2]([N:4]([CH2:11][CH3:12])[C:5]1[CH:10]=[CH:9][CH:8]=[CH:7][CH:6]=1)[CH3:3].B.[C:14]1([N:20]2[CH2:25][CH2:24][O:23][CH2:22][CH2:21]2)[CH:19]=[CH:18][CH:17]=[CH:16][CH:15]=1.B.[N:27]1[C:32]([CH3:33])=[CH:31][CH:30]=[CH:29][C:28]=1[CH3:34].[NH3:35]. (4) Given the product [F:1][C@H:2]1[CH2:6][CH2:5][N:4]([C:7]2[CH:8]=[CH:9][C:10]3[N:11]([C:13]([C:16]([OH:18])=[O:17])=[CH:14][N:15]=3)[N:12]=2)[CH2:3]1, predict the reactants needed to synthesize it. The reactants are: [F:1][C@H:2]1[CH2:6][CH2:5][N:4]([C:7]2[CH:8]=[CH:9][C:10]3[N:11]([C:13]([C:16]([O:18]CC)=[O:17])=[CH:14][N:15]=3)[N:12]=2)[CH2:3]1.[OH-].[Na+].